Dataset: Retrosynthesis with 50K atom-mapped reactions and 10 reaction types from USPTO. Task: Predict the reactants needed to synthesize the given product. Given the product CC(C)N(c1cc(C#CC(F)(F)F)sc1C(=O)O)C(=O)[C@H]1CC[C@H](C)CC1, predict the reactants needed to synthesize it. The reactants are: COC(=O)c1sc(C#CC(F)(F)F)cc1N(C(=O)[C@H]1CC[C@H](C)CC1)C(C)C.